Dataset: Full USPTO retrosynthesis dataset with 1.9M reactions from patents (1976-2016). Task: Predict the reactants needed to synthesize the given product. (1) Given the product [C:13]([NH2:1])(=[O:18])[CH2:14][CH2:15][CH3:16].[NH2:1][C@H:2]([C:10]([OH:12])=[O:11])[CH2:3][C:4]1[CH:9]=[CH:8][CH:7]=[CH:6][CH:5]=1, predict the reactants needed to synthesize it. The reactants are: [NH2:1][C@H:2]([C:10]([OH:12])=[O:11])[CH2:3][C:4]1[CH:9]=[CH:8][CH:7]=[CH:6][CH:5]=1.[C:13]([O:18]C(=O)CCC)(=O)[CH2:14][CH2:15][CH3:16]. (2) The reactants are: [I-].[CH3:2][S+](C)(C)=O.[H-].[Na+].[CH3:9][C:10]1([CH3:21])[CH2:15][C:14](=[O:16])[CH2:13][CH2:12][CH:11]1[C:17]([O:19][CH3:20])=[O:18]. Given the product [CH3:9][C:10]1([CH3:21])[CH:11]([C:17]([O:19][CH3:20])=[O:18])[CH2:12][CH2:13][C:14]2([O:16][CH2:2]2)[CH2:15]1, predict the reactants needed to synthesize it. (3) Given the product [C:1]1([S:7][CH2:11][CH2:12][OH:8])[CH:6]=[CH:5][CH:4]=[CH:3][CH:2]=1, predict the reactants needed to synthesize it. The reactants are: [C:1]1([SH:7])[CH:6]=[CH:5][CH:4]=[CH:3][CH:2]=1.[O:8]1[CH2:12][CH2:11]OC1=O. (4) Given the product [Cl:27][C:24]1[CH:25]=[CH:26][C:21]([CH2:20][N:17]2[CH2:18][CH2:19][N:14]([CH:10]3[CH2:9][NH:8][CH2:12][CH:11]3[OH:13])[CH2:15][CH2:16]2)=[CH:22][CH:23]=1, predict the reactants needed to synthesize it. The reactants are: C(OC([N:8]1[CH2:12][CH:11]([OH:13])[CH:10]([N:14]2[CH2:19][CH2:18][N:17]([CH2:20][C:21]3[CH:26]=[CH:25][C:24]([Cl:27])=[CH:23][CH:22]=3)[CH2:16][CH2:15]2)[CH2:9]1)=O)(C)(C)C. (5) The reactants are: [Br:1][C:2]1[CH:10]=[C:9]2[C:5]([CH2:6][CH2:7][C:8]2=[O:11])=[CH:4][CH:3]=1.[BH4-].[Na+]. Given the product [Br:1][C:2]1[CH:10]=[C:9]2[C:5]([CH2:6][CH2:7][CH:8]2[OH:11])=[CH:4][CH:3]=1, predict the reactants needed to synthesize it. (6) Given the product [CH3:23][N:12]([S:13]([C:16]1[CH:21]=[CH:20][C:19]([CH3:22])=[CH:18][CH:17]=1)(=[O:15])=[O:14])[CH2:11][CH2:10][CH2:9][CH2:8][CH2:7][CH2:6][CH2:5][C:4]([OH:24])=[O:3], predict the reactants needed to synthesize it. The reactants are: C([O:3][C:4](=[O:24])[CH2:5][CH2:6][CH2:7][CH2:8][CH2:9][CH2:10][CH2:11][N:12]([CH3:23])[S:13]([C:16]1[CH:21]=[CH:20][C:19]([CH3:22])=[CH:18][CH:17]=1)(=[O:15])=[O:14])C. (7) The reactants are: [Cl:1][C:2]1[CH:3]=[CH:4][C:5]([O:27][CH2:28][CH:29]([CH3:31])[CH3:30])=[C:6]([CH2:8][N:9]2[C:13]([CH3:14])=[CH:12][C:11]([C:15]([O:17]N3C4C=CC=CC=4N=N3)=O)=[N:10]2)[CH:7]=1.[NH2:32][C:33]1[CH:38]=[CH:37][C:36]([CH2:39][OH:40])=[CH:35][C:34]=1[O:41][CH3:42]. Given the product [Cl:1][C:2]1[CH:3]=[CH:4][C:5]([O:27][CH2:28][CH:29]([CH3:30])[CH3:31])=[C:6]([CH2:8][N:9]2[C:13]([CH3:14])=[CH:12][C:11]([C:15]([NH:32][C:33]3[CH:38]=[CH:37][C:36]([CH2:39][OH:40])=[CH:35][C:34]=3[O:41][CH3:42])=[O:17])=[N:10]2)[CH:7]=1, predict the reactants needed to synthesize it.